From a dataset of Forward reaction prediction with 1.9M reactions from USPTO patents (1976-2016). Predict the product of the given reaction. (1) Given the reactants [F:1][C:2]1[C:10]([O:11][C:12]2[C:21]3[C:16](=[CH:17][C:18]([O:24]CC4C=CC=CC=4)=[C:19]([O:22][CH3:23])[CH:20]=3)[N:15]=[CH:14][N:13]=2)=[CH:9][CH:8]=[C:7]2[C:3]=1[CH:4]=[C:5]([CH3:32])[NH:6]2.C([O-])=O.[NH4+], predict the reaction product. The product is: [F:1][C:2]1[C:10]([O:11][C:12]2[C:21]3[C:16](=[CH:17][C:18]([OH:24])=[C:19]([O:22][CH3:23])[CH:20]=3)[N:15]=[CH:14][N:13]=2)=[CH:9][CH:8]=[C:7]2[C:3]=1[CH:4]=[C:5]([CH3:32])[NH:6]2. (2) Given the reactants Cl[CH2:2][C:3]1[CH:8]=[CH:7][C:6]([C:9]2[O:13][N:12]=[C:11]([CH2:14][CH:15]3[CH2:20][CH2:19][N:18]([CH:21]4[CH2:25][CH2:24][CH2:23][CH2:22]4)[CH2:17][CH2:16]3)[N:10]=2)=[CH:5][CH:4]=1.[C:26]1([N:32]2[CH2:37][CH2:36][NH:35][CH2:34][CH2:33]2)[CH:31]=[CH:30][CH:29]=[CH:28][CH:27]=1, predict the reaction product. The product is: [CH:21]1([N:18]2[CH2:17][CH2:16][CH:15]([CH2:14][C:11]3[N:10]=[C:9]([C:6]4[CH:7]=[CH:8][C:3]([CH2:2][N:35]5[CH2:36][CH2:37][N:32]([C:26]6[CH:31]=[CH:30][CH:29]=[CH:28][CH:27]=6)[CH2:33][CH2:34]5)=[CH:4][CH:5]=4)[O:13][N:12]=3)[CH2:20][CH2:19]2)[CH2:22][CH2:23][CH2:24][CH2:25]1. (3) Given the reactants [CH3:1][S:2]([C:5]1[CH:10]=[CH:9][C:8]([CH:11]2[CH2:16][CH:15]([C:17]([O:19]C)=[O:18])[CH2:14][CH2:13][N:12]2[C:21]([O:23][CH3:24])=[O:22])=[CH:7][CH:6]=1)(=[O:4])=[O:3].[Br-].[Li+].C(N(CC)CC)C.CC(OC)(C)C, predict the reaction product. The product is: [CH3:24][O:23][C:21]([N:12]1[CH2:13][CH2:14][CH:15]([C:17]([OH:19])=[O:18])[CH2:16][CH:11]1[C:8]1[CH:7]=[CH:6][C:5]([S:2]([CH3:1])(=[O:4])=[O:3])=[CH:10][CH:9]=1)=[O:22]. (4) Given the reactants [CH3:1][C:2]([CH3:8])([CH3:7])[CH2:3][C:4](Cl)=[O:5].C(N(CC)CC)C.[C:16]1([SH:22])[CH:21]=[CH:20][CH:19]=[CH:18][CH:17]=1.CCCC(C)C.C(OCC)(=O)C, predict the reaction product. The product is: [CH3:1][C:2]([CH3:8])([CH3:7])[CH2:3][C:4](=[O:5])[S:22][C:16]1[CH:21]=[CH:20][CH:19]=[CH:18][CH:17]=1. (5) Given the reactants [C:1]([O:5][C@@H:6]([C:10]1[C:35]([CH3:36])=[CH:34][C:13]2[N:14]=[C:15]([C:17]3[CH:22]=[CH:21][N:20]=[C:19](C4C=CC=C5C=4CC(=O)N5C)[CH:18]=3)[S:16][C:12]=2[C:11]=1[C:37]1[CH:42]=[CH:41][C:40]([Cl:43])=[CH:39][CH:38]=1)[C:7]([OH:9])=[O:8])([CH3:4])([CH3:3])[CH3:2].Br[C:45]1[CH:46]=[C:47]2[C:51](=[CH:52][CH:53]=1)[N:50]([CH3:54])[C:49](=[O:55])[CH2:48]2, predict the reaction product. The product is: [C:1]([O:5][C@@H:6]([C:10]1[C:35]([CH3:36])=[CH:34][C:13]2[N:14]=[C:15]([C:17]3[CH:22]=[CH:21][N:20]=[C:19]([C:45]4[CH:46]=[C:47]5[C:51](=[CH:52][CH:53]=4)[N:50]([CH3:54])[C:49](=[O:55])[CH2:48]5)[CH:18]=3)[S:16][C:12]=2[C:11]=1[C:37]1[CH:42]=[CH:41][C:40]([Cl:43])=[CH:39][CH:38]=1)[C:7]([OH:9])=[O:8])([CH3:2])([CH3:3])[CH3:4]. (6) Given the reactants [Br:1][C:2]1[CH:7]=[C:6]([N+:8]([O-])=O)[CH:5]=[CH:4][C:3]=1[OH:11].[C:12]([N:19]1[CH2:24][CH2:23][CH:22](O)[CH2:21][CH2:20]1)(OC(C)(C)C)=O.[C:26]1(=O)[CH2:29]C[CH2:27]1.O.[C:32]1([CH3:42])[CH:37]=[CH:36][C:35]([S:38]([OH:41])(=[O:40])=[O:39])=[CH:34][CH:33]=1, predict the reaction product. The product is: [S:38]([C:35]1[CH:36]=[CH:37][C:32]([CH3:42])=[CH:33][CH:34]=1)([OH:41])(=[O:40])=[O:39].[Br:1][C:2]1[CH:7]=[C:6]([CH:5]=[CH:4][C:3]=1[O:11][CH:22]1[CH2:21][CH2:20][N:19]([CH:12]2[CH2:29][CH2:26][CH2:27]2)[CH2:24][CH2:23]1)[NH2:8].